Dataset: Full USPTO retrosynthesis dataset with 1.9M reactions from patents (1976-2016). Task: Predict the reactants needed to synthesize the given product. (1) Given the product [Cl:1][C:2]1[C:7]([O:8][C:9]2[CH:14]=[CH:13][C:12]([C:15]([F:18])([F:16])[F:17])=[CH:11][CH:10]=2)=[CH:6][C:5]2[NH:19][C:30]([C:29]([F:34])([F:33])[C:28]([F:36])([F:35])[F:27])=[N:20][C:4]=2[CH:3]=1, predict the reactants needed to synthesize it. The reactants are: [Cl:1][C:2]1[CH:3]=[C:4]([NH2:20])[C:5]([NH2:19])=[CH:6][C:7]=1[O:8][C:9]1[CH:14]=[CH:13][C:12]([C:15]([F:18])([F:17])[F:16])=[CH:11][CH:10]=1.O.C(=O)(O)[O-].[Na+].[F:27][C:28]([F:36])([F:35])[C:29]([F:34])([F:33])[C:30](O)=O. (2) Given the product [Br:1][C:2]1[CH:3]=[CH:4][C:5]2[N:8]=[C:9]([NH:10][C@H:11]([C:28]([O:30][C:31]([CH3:34])([CH3:33])[CH3:32])=[O:29])[CH2:12][C:13]3[CH:18]=[CH:17][C:16]([O:19][CH2:20][CH2:21][CH2:22][C:23]([O:25][CH2:26][CH3:27])=[O:24])=[CH:15][CH:14]=3)[S:35][C:6]=2[CH:7]=1, predict the reactants needed to synthesize it. The reactants are: [Br:1][C:2]1[CH:7]=[CH:6][C:5]([NH:8][C:9](=[S:35])[NH:10][C@H:11]([C:28]([O:30][C:31]([CH3:34])([CH3:33])[CH3:32])=[O:29])[CH2:12][C:13]2[CH:18]=[CH:17][C:16]([O:19][CH2:20][CH2:21][CH2:22][C:23]([O:25][CH2:26][CH3:27])=[O:24])=[CH:15][CH:14]=2)=[CH:4][CH:3]=1. (3) Given the product [N+:8]([C:5]1[CH:6]=[CH:7][C:2]([N:11]2[CH2:16][CH2:15][O:14][CH:13]([C:17]([NH2:19])=[O:18])[CH2:12]2)=[CH:3][CH:4]=1)([O-:10])=[O:9], predict the reactants needed to synthesize it. The reactants are: F[C:2]1[CH:7]=[CH:6][C:5]([N+:8]([O-:10])=[O:9])=[CH:4][CH:3]=1.[NH:11]1[CH2:16][CH2:15][O:14][CH:13]([C:17]([NH2:19])=[O:18])[CH2:12]1.C(=O)([O-])[O-].[K+].[K+]. (4) Given the product [CH3:13][C:14]1[N:15]([C:39]2[CH:40]=[CH:41][C:42]([O:45][C:46]([F:49])([F:47])[F:48])=[CH:43][CH:44]=2)[C:16](=[O:38])[C:17]([CH2:23][C:24]2[CH:25]=[CH:26][C:27]([C:30]3[CH:35]=[CH:34][CH:33]=[CH:32][C:31]=3[C:36]3[NH:3][C:4](=[O:7])[O:5][N:37]=3)=[CH:28][CH:29]=2)=[C:18]([CH2:20][CH2:21][CH3:22])[N:19]=1, predict the reactants needed to synthesize it. The reactants are: [Cl-].O[NH3+:3].[C:4](=[O:7])([O-])[OH:5].[Na+].CS(C)=O.[CH3:13][C:14]1[N:15]([C:39]2[CH:44]=[CH:43][C:42]([O:45][C:46]([F:49])([F:48])[F:47])=[CH:41][CH:40]=2)[C:16](=[O:38])[C:17]([CH2:23][C:24]2[CH:29]=[CH:28][C:27]([C:30]3[C:31]([C:36]#[N:37])=[CH:32][CH:33]=[CH:34][CH:35]=3)=[CH:26][CH:25]=2)=[C:18]([CH2:20][CH2:21][CH3:22])[N:19]=1. (5) Given the product [F:1][C:2]1[CH:7]=[CH:6][CH:5]=[C:4]([F:8])[C:3]=1[C:9]1[N:10]([S:27]([C:30]2[CH:35]=[CH:34][CH:33]=[CH:32][CH:31]=2)(=[O:29])=[O:28])[C:11]2[C:16]([CH:17]=1)=[CH:15][C:14]([C:42]1[N:46]([CH2:47][CH3:48])[N:45]=[C:44]([C:49]3[CH:54]=[N:53][CH:52]=[CH:51][N:50]=3)[CH:43]=1)=[CH:13][CH:12]=2, predict the reactants needed to synthesize it. The reactants are: [F:1][C:2]1[CH:7]=[CH:6][CH:5]=[C:4]([F:8])[C:3]=1[C:9]1[N:10]([S:27]([C:30]2[CH:35]=[CH:34][CH:33]=[CH:32][CH:31]=2)(=[O:29])=[O:28])[C:11]2[C:16]([CH:17]=1)=[CH:15][C:14](B1OC(C)(C)C(C)(C)O1)=[CH:13][CH:12]=2.FC(F)(F)S(O[C:42]1[N:46]([CH2:47][CH3:48])[N:45]=[C:44]([C:49]2[CH:54]=[N:53][CH:52]=[CH:51][N:50]=2)[CH:43]=1)(=O)=O.C(=O)([O-])[O-].[K+].[K+].O. (6) Given the product [CH3:1][O:2][C:3]1[CH:4]=[C:5]([S:11]([CH2:14][C:15]2[S:40][C:27]([C:25]3[CH:24]=[CH:23][C:22]4[NH:18][CH:19]=[N:20][C:21]=4[CH:26]=3)=[N:29][N:30]=2)(=[O:12])=[O:13])[CH:6]=[CH:7][C:8]=1[O:9][CH3:10], predict the reactants needed to synthesize it. The reactants are: [CH3:1][O:2][C:3]1[CH:4]=[C:5]([S:11]([CH2:14][C:15](O)=O)(=[O:13])=[O:12])[CH:6]=[CH:7][C:8]=1[O:9][CH3:10].[N:18]1[C:22]2[CH:23]=[CH:24][C:25]([C:27]([NH:29][NH2:30])=O)=[CH:26][C:21]=2[NH:20][CH:19]=1.COC1C=CC(P2(SP(C3C=CC(OC)=CC=3)(=S)S2)=[S:40])=CC=1.O=P(Cl)(Cl)Cl. (7) Given the product [CH3:15][CH:16]([S:20][C@@H:2]1[O:10][C@H:9]([CH2:11][OH:12])[C@H:7]([OH:8])[C@H:5]([OH:6])[C@H:3]1[OH:4])[CH3:17], predict the reactants needed to synthesize it. The reactants are: O=[CH:2][C@@H:3]([C@H:5]([C@@H:7]([C@@H:9]([CH2:11][OH:12])[OH:10])[OH:8])[OH:6])[OH:4].[NH4+].[Cl-].[CH3:15][C:16]1(C)[S:20][C@@H]2[C@H](NC(C(C(O)=O)C3C=CC=CC=3)=O)C(=O)N2[C@H:17]1C(O)=O.C1C([C@@H](O)[C@H](NC(C(Cl)Cl)=O)CO)=CC=C([N+]([O-])=O)C=1.C1[C@H](N)[C@@H](O[C@H]2O[C@H](CN)[C@@H](O)[C@H](O)[C@H]2O)[C@H](O)[C@@H](O[C@H]2O[C@H](CO)[C@@H](O)[C@H](N)[C@H]2O)[C@@H]1N.